This data is from Full USPTO retrosynthesis dataset with 1.9M reactions from patents (1976-2016). The task is: Predict the reactants needed to synthesize the given product. (1) Given the product [Br:11][C:12]1[C:13]([CH3:19])=[C:14]([NH:15][C:1](=[O:21])/[CH:2]=[CH:3]/[C:4]2[CH:9]=[CH:8][CH:7]=[CH:6][CH:5]=2)[CH:16]=[CH:17][CH:18]=1, predict the reactants needed to synthesize it. The reactants are: [CH2:1](Cl)[CH:2]=[CH:3][C:4]1[CH:9]=[CH:8][CH:7]=[CH:6][CH:5]=1.[Br:11][C:12]1[C:13]([CH3:19])=[C:14]([CH:16]=[CH:17][CH:18]=1)[NH2:15].C(=O)(O)[O-:21].[Na+]. (2) Given the product [Br:37][C:38]1[CH:39]=[C:40]2[C:48]([C:47]3[CH:46]=[CH:45][CH:44]=[C:43]([C:18]4[CH:17]=[CH:16][C:15]5[C:14]6[C:9](=[CH:10][CH:11]=[CH:12][CH:13]=6)[C:8]([CH2:30][CH2:31][CH2:32][CH2:33][CH2:34][CH2:35][Br:36])([CH2:7][CH2:6][CH2:5][CH2:4][CH2:3][CH2:2][Br:1])[C:20]=5[CH:19]=4)[C:42]=3[C:41]2([CH2:59][CH2:60][CH2:61][CH2:62][CH2:63][CH2:64][Br:65])[CH2:52][CH2:53][CH2:54][CH2:55][CH2:56][CH2:57][Br:58])=[CH:49][CH:50]=1, predict the reactants needed to synthesize it. The reactants are: [Br:1][CH2:2][CH2:3][CH2:4][CH2:5][CH2:6][CH2:7][C:8]1([CH2:30][CH2:31][CH2:32][CH2:33][CH2:34][CH2:35][Br:36])[C:20]2[CH:19]=[C:18](B3OC(C)(C)C(C)(C)O3)[CH:17]=[CH:16][C:15]=2[C:14]2[C:9]1=[CH:10][CH:11]=[CH:12][CH:13]=2.[Br:37][C:38]1[CH:50]=[CH:49][C:48]2[C:47]3[C:42](=[CH:43][C:44](Br)=[CH:45][CH:46]=3)[C:41]([CH2:59][CH2:60][CH2:61][CH2:62][CH2:63][CH2:64][Br:65])([CH2:52][CH2:53][CH2:54][CH2:55][CH2:56][CH2:57][Br:58])[C:40]=2[CH:39]=1.C(=O)([O-])[O-].[K+].[K+].O. (3) Given the product [F:9][C:10]1[CH:15]=[CH:14][C:13]([N:16]2[C:20]3[CH:21]=[C:22]4[C@:27]([CH2:29][OH:30])([CH2:28][C:19]=3[CH:18]=[N:17]2)[CH2:26][N:25]([S:33]([C:36]2[CH:37]=[C:38]([CH3:42])[CH:39]=[CH:40][CH:41]=2)(=[O:35])=[O:34])[CH2:24][CH2:23]4)=[CH:12][CH:11]=1, predict the reactants needed to synthesize it. The reactants are: [Li+].[B-](CC)(CC)CC.[F:9][C:10]1[CH:15]=[CH:14][C:13]([N:16]2[C:20]3[CH:21]=[C:22]4[C@:27]([C:29](OC)=[O:30])([CH2:28][C:19]=3[CH:18]=[N:17]2)[CH2:26][N:25]([S:33]([C:36]2[CH:37]=[C:38]([CH3:42])[CH:39]=[CH:40][CH:41]=2)(=[O:35])=[O:34])[CH2:24][CH2:23]4)=[CH:12][CH:11]=1. (4) Given the product [CH2:1]([O:8][C:9]1[CH:14]=[CH:13][C:12]([NH:15][C:16]2[C:25]3[C:20](=[CH:21][CH:22]=[C:23]([C:26]4[N:30]([CH3:31])[C:29]([CH2:32][N:38]5[CH2:45][CH2:44][CH2:43][C@H:39]5[C:40]([NH2:42])=[O:41])=[CH:28][N:27]=4)[CH:24]=3)[N:19]=[CH:18][N:17]=2)=[CH:11][CH:10]=1)[C:2]1[CH:3]=[CH:4][CH:5]=[CH:6][CH:7]=1, predict the reactants needed to synthesize it. The reactants are: [CH2:1]([O:8][C:9]1[CH:14]=[CH:13][C:12]([NH:15][C:16]2[C:25]3[C:20](=[CH:21][CH:22]=[C:23]([C:26]4[N:30]([CH3:31])[C:29]([CH:32]=O)=[CH:28][N:27]=4)[CH:24]=3)[N:19]=[CH:18][N:17]=2)=[CH:11][CH:10]=1)[C:2]1[CH:7]=[CH:6][CH:5]=[CH:4][CH:3]=1.C(O)(=O)C.[NH:38]1[CH2:45][CH2:44][CH2:43][C@H:39]1[C:40]([NH2:42])=[O:41].C(O[BH3-])(=O)C.[Na+]. (5) Given the product [CH3:1][O:2][C:3]1[CH:4]=[CH:5][C:6]([C:9]2[S:10][C:11]3[CH2:12][C:13]4[C:19]([C:20]5[CH:21]=[CH:22][C:23]([O:26][CH3:27])=[CH:24][CH:25]=5)=[N:18][NH:17][C:14]=4[C:15]=3[CH:16]=2)=[CH:7][CH:8]=1, predict the reactants needed to synthesize it. The reactants are: [CH3:1][O:2][C:3]1[CH:8]=[CH:7][C:6]([C:9]2[S:10][C:11]3[CH2:12][C:13]4[C:19]([C:20]5[CH:25]=[CH:24][C:23]([O:26][CH3:27])=[CH:22][CH:21]=5)=[N:18][N:17](COCC[Si](C)(C)C)[C:14]=4[C:15]=3[CH:16]=2)=[CH:5][CH:4]=1.Cl. (6) Given the product [CH3:1][O:2][C:3]1[CH:8]=[CH:7][C:6]([C:9]2[NH:15][C:13](=[O:14])[C:12]3[CH:17]=[CH:18][CH:19]=[N:20][C:11]=3[CH:10]=2)=[CH:5][CH:4]=1, predict the reactants needed to synthesize it. The reactants are: [CH3:1][O:2][C:3]1[CH:8]=[CH:7][C:6]([C:9](O)=[CH:10][C:11]2[N:20]=[CH:19][CH:18]=[CH:17][C:12]=2[C:13]([NH:15]C)=[O:14])=[CH:5][CH:4]=1.N.